From a dataset of Reaction yield outcomes from USPTO patents with 853,638 reactions. Predict the reaction yield, written as a fraction of the theoretical maximum amount of product (1.0 means a 100% yield; for example, 0.34 means a 34% yield). (1) The reactants are Cl[C:2]1[C:7]([CH:8]=[CH:9][C:10]([NH:12][CH2:13][C:14]2[CH:19]=[CH:18][C:17]([NH:20][S:21]([CH3:24])(=[O:23])=[O:22])=[C:16]([F:25])[CH:15]=2)=[O:11])=[CH:6][CH:5]=[C:4]([C:26]([F:29])([F:28])[F:27])[N:3]=1.[OH:30][C:31]1[CH:32]=[N:33][CH:34]=[CH:35][CH:36]=1.C(=O)([O-])[O-].[K+].[K+]. The catalyst is CN(C=O)C. The product is [F:25][C:16]1[CH:15]=[C:14]([CH:19]=[CH:18][C:17]=1[NH:20][S:21]([CH3:24])(=[O:23])=[O:22])[CH2:13][NH:12][C:10](=[O:11])[CH:9]=[CH:8][C:7]1[C:2]([O:30][C:31]2[CH:32]=[N:33][CH:34]=[CH:35][CH:36]=2)=[N:3][C:4]([C:26]([F:29])([F:28])[F:27])=[CH:5][CH:6]=1. The yield is 0.820. (2) The reactants are [NH2:1][C:2]1[N:3]=[CH:4][C:5]2[S:10][C:9](=[O:11])[N:8]([C@@H:12]3[O:35][C@H:34]([CH2:36][O:37]C(=O)C4C=CC=CC=4)[C@@H:23]([O:24]C(=O)C4C=CC=CC=4C)[C@H:13]3[O:14]C(=O)C3C=CC=CC=3)[C:6]=2[N:7]=1.[C:46]([O-])([O-])=O.[K+].[K+].CC(O)=O. The catalyst is CO. The product is [NH2:1][C:2]1[N:3]=[CH:4][C:5]2[S:10][C:9](=[O:11])[N:8]([C@@H:12]3[O:35][C@H:34]([CH2:36][OH:37])[C@@H:23]([OH:24])[C@@:13]3([CH3:46])[OH:14])[C:6]=2[N:7]=1. The yield is 0.100.